Task: Regression. Given two drug SMILES strings and cell line genomic features, predict the synergy score measuring deviation from expected non-interaction effect.. Dataset: NCI-60 drug combinations with 297,098 pairs across 59 cell lines (1) Drug 1: C1=NC2=C(N1)C(=S)N=C(N2)N. Drug 2: C1=CC=C(C=C1)NC(=O)CCCCCCC(=O)NO. Cell line: CAKI-1. Synergy scores: CSS=51.7, Synergy_ZIP=-3.19, Synergy_Bliss=-4.01, Synergy_Loewe=-0.669, Synergy_HSA=-0.223. (2) Drug 1: CCCCC(=O)OCC(=O)C1(CC(C2=C(C1)C(=C3C(=C2O)C(=O)C4=C(C3=O)C=CC=C4OC)O)OC5CC(C(C(O5)C)O)NC(=O)C(F)(F)F)O. Drug 2: C1=CC=C(C=C1)NC(=O)CCCCCCC(=O)NO. Cell line: LOX IMVI. Synergy scores: CSS=46.1, Synergy_ZIP=-0.164, Synergy_Bliss=2.90, Synergy_Loewe=-3.52, Synergy_HSA=-0.919. (3) Drug 1: CN(CC1=CN=C2C(=N1)C(=NC(=N2)N)N)C3=CC=C(C=C3)C(=O)NC(CCC(=O)O)C(=O)O. Drug 2: C(CN)CNCCSP(=O)(O)O. Cell line: OVCAR3. Synergy scores: CSS=23.7, Synergy_ZIP=-3.44, Synergy_Bliss=-3.10, Synergy_Loewe=-43.0, Synergy_HSA=-4.24. (4) Drug 1: CCCS(=O)(=O)NC1=C(C(=C(C=C1)F)C(=O)C2=CNC3=C2C=C(C=N3)C4=CC=C(C=C4)Cl)F. Drug 2: CC1C(C(CC(O1)OC2CC(CC3=C2C(=C4C(=C3O)C(=O)C5=C(C4=O)C(=CC=C5)OC)O)(C(=O)C)O)N)O.Cl. Cell line: HOP-62. Synergy scores: CSS=46.7, Synergy_ZIP=9.47, Synergy_Bliss=12.4, Synergy_Loewe=-1.07, Synergy_HSA=9.15. (5) Drug 1: CC1CCC2CC(C(=CC=CC=CC(CC(C(=O)C(C(C(=CC(C(=O)CC(OC(=O)C3CCCCN3C(=O)C(=O)C1(O2)O)C(C)CC4CCC(C(C4)OC)O)C)C)O)OC)C)C)C)OC. Drug 2: CS(=O)(=O)CCNCC1=CC=C(O1)C2=CC3=C(C=C2)N=CN=C3NC4=CC(=C(C=C4)OCC5=CC(=CC=C5)F)Cl. Cell line: SF-539. Synergy scores: CSS=5.92, Synergy_ZIP=-0.357, Synergy_Bliss=-1.67, Synergy_Loewe=-4.12, Synergy_HSA=-1.67. (6) Drug 2: C1=CC(=C2C(=C1NCCNCCO)C(=O)C3=C(C=CC(=C3C2=O)O)O)NCCNCCO. Synergy scores: CSS=53.8, Synergy_ZIP=8.74, Synergy_Bliss=8.63, Synergy_Loewe=10.3, Synergy_HSA=11.9. Drug 1: CN1CCC(CC1)COC2=C(C=C3C(=C2)N=CN=C3NC4=C(C=C(C=C4)Br)F)OC. Cell line: HOP-92.